This data is from Reaction yield outcomes from USPTO patents with 853,638 reactions. The task is: Predict the reaction yield, written as a fraction of the theoretical maximum amount of product (1.0 means a 100% yield; for example, 0.34 means a 34% yield). (1) The reactants are C(OC(N[C:9]1[C:10]([CH3:21])=[C:11]([C:17](I)=[CH:18][CH:19]=1)[CH2:12][O:13][C:14](=[O:16])[CH3:15])=O)(C)(C)C.[CH2:22]=[C:23]1[CH2:28][CH2:27][O:26][C:24]1=[O:25].[C:29]([O-:32])(=[O:31])C.[K+]. The catalyst is CN(C)C=O.C([O-])(=O)C.[Pd+2].C([O-])(=O)C. The product is [C:14]([O:13][CH2:12][C:11]1[C:17]([CH2:22][C:23]2[C:24](=[O:25])[O:26][CH2:27][CH:28]=2)=[CH:18][CH:19]=[C:9]([C:29]([O:32][C:10]([CH3:21])([CH3:11])[CH3:9])=[O:31])[C:10]=1[CH3:21])(=[O:16])[CH3:15]. The yield is 0.540. (2) The reactants are [OH:1][C:2]1[CH:11]=[C:10]2[C:5]([CH:6]=[CH:7][C:8]([CH3:12])=[N:9]2)=[CH:4][CH:3]=1.C1C(=O)N([Cl:20])C(=O)C1. The catalyst is ClCCl.C(Cl)(Cl)Cl.[Cl-].[Zr+4].[Cl-].[Cl-].[Cl-]. The product is [Cl:20][C:11]1[C:2]([OH:1])=[CH:3][CH:4]=[C:5]2[C:10]=1[N:9]=[C:8]([CH3:12])[CH:7]=[CH:6]2. The yield is 0.550.